From a dataset of Forward reaction prediction with 1.9M reactions from USPTO patents (1976-2016). Predict the product of the given reaction. (1) Given the reactants [CH3:1][O:2][C:3]1[CH:9]=[C:8]([N:10]2[CH2:15][CH2:14][CH:13]([N:16]3[CH2:21][CH2:20][N:19]([CH3:22])[CH2:18][CH2:17]3)[CH2:12][CH2:11]2)[CH:7]=[CH:6][C:4]=1[NH2:5].[F:23][C:24]([F:29])([F:28])[C:25]([OH:27])=[O:26], predict the reaction product. The product is: [F:23][C:24]([F:29])([F:28])[C:25]([OH:27])=[O:26].[F:23][C:24]([F:29])([F:28])[C:25]([OH:27])=[O:26].[F:23][C:24]([F:29])([F:28])[C:25]([OH:27])=[O:26].[CH3:1][O:2][C:3]1[CH:9]=[C:8]([N:10]2[CH2:15][CH2:14][CH:13]([N:16]3[CH2:17][CH2:18][N:19]([CH3:22])[CH2:20][CH2:21]3)[CH2:12][CH2:11]2)[CH:7]=[CH:6][C:4]=1[NH2:5]. (2) Given the reactants [CH3:1][C:2]1([CH3:16])[CH2:14][C:13](=[O:15])[C:12]2[C:11]3[C:6](=[CH:7][CH:8]=[CH:9][CH:10]=3)[NH:5][C:4]=2[CH2:3]1.Br[CH2:18][CH2:19][CH2:20][CH2:21][CH2:22][C:23]([O:25][CH2:26][CH3:27])=[O:24].[H-].[Na+], predict the reaction product. The product is: [CH3:1][C:2]1([CH3:16])[CH2:14][C:13](=[O:15])[C:12]2[C:11]3[C:6](=[CH:7][CH:8]=[CH:9][CH:10]=3)[N:5]([CH2:18][CH2:19][CH2:20][CH2:21][CH2:22][C:23]([O:25][CH2:26][CH3:27])=[O:24])[C:4]=2[CH2:3]1. (3) Given the reactants Br[CH2:2][C:3]([N:5]1[CH2:10][CH2:9][N:8]([C:11]2[CH:16]=[CH:15][C:14]([C:17]([O:26]COC)([C:22]([F:25])([F:24])[F:23])[C:18]([F:21])([F:20])[F:19])=[CH:13][C:12]=2[CH2:30][CH2:31][CH3:32])[CH2:7][C@@H:6]1[CH3:33])=[O:4].[O:34]1[CH2:39][CH2:38][O:37][C:36]2[CH:40]=[C:41]([C:44]3([CH3:51])[NH:48][C:47](=[O:49])[NH:46][C:45]3=[O:50])[CH:42]=[CH:43][C:35]1=2, predict the reaction product. The product is: [O:34]1[CH2:39][CH2:38][O:37][C:36]2[CH:40]=[C:41]([C:44]3([CH3:51])[NH:48][C:47](=[O:49])[N:46]([CH2:2][C:3]([N:5]4[CH2:10][CH2:9][N:8]([C:11]5[CH:16]=[CH:15][C:14]([C:17]([OH:26])([C:22]([F:25])([F:23])[F:24])[C:18]([F:21])([F:19])[F:20])=[CH:13][C:12]=5[CH2:30][CH2:31][CH3:32])[CH2:7][C@@H:6]4[CH3:33])=[O:4])[C:45]3=[O:50])[CH:42]=[CH:43][C:35]1=2. (4) Given the reactants N1C(=O)C2NC=NC=2N=C1N.O=O.[OH:14][C:15]([CH2:17][CH2:18][CH2:19][CH2:20][C@H:21]1[C@@H:29]2[C@@H:24]([NH:25][C:26]([NH:28]2)=[O:27])[CH2:23][S:22]1)=[O:16].P(N)([O-])[O-].N1C=NN=N1.II.N, predict the reaction product. The product is: [OH:16][C:15]([CH2:17][CH2:18][CH2:19][CH2:20][C@H:21]1[C@@H:29]2[C@@H:24]([NH:25][C:26]([NH:28]2)=[O:27])[CH2:23][S:22]1)=[O:14]. (5) Given the reactants Br[C:2]1[CH:7]=[C:6]([N+:8]([O-:10])=[O:9])[CH:5]=[C:4]([N+:11]([O-:13])=[O:12])[CH:3]=1.[F:14][CH:15]([F:27])[C@@H:16]([C:18]1[CH:23]=[CH:22][C:21](B(O)O)=[CH:20][CH:19]=1)[OH:17].C(=O)([O-])[O-].[Na+].[Na+], predict the reaction product. The product is: [N+:11]([C:4]1[CH:3]=[C:2]([C:21]2[CH:20]=[CH:19][C:18]([C@@H:16]([OH:17])[CH:15]([F:27])[F:14])=[CH:23][CH:22]=2)[CH:7]=[C:6]([N+:8]([O-:10])=[O:9])[CH:5]=1)([O-:13])=[O:12]. (6) Given the reactants C1CCN2C(=NCCC2)CC1.[F:12][C:13]1[CH:14]=[CH:15][C:16]([NH:19][C:20]2[N:25]=[CH:24][C:23]3[CH:26]=[C:27]([C:33]4[CH:34]=[N:35][N:36](C(OC(C)(C)C)=O)[CH:37]=4)[N:28](S(C)(=O)=O)[C:22]=3[CH:21]=2)=[N:17][CH:18]=1, predict the reaction product. The product is: [F:12][C:13]1[CH:14]=[CH:15][C:16]([NH:19][C:20]2[N:25]=[CH:24][C:23]3[CH:26]=[C:27]([C:33]4[CH:37]=[N:36][NH:35][CH:34]=4)[NH:28][C:22]=3[CH:21]=2)=[N:17][CH:18]=1. (7) Given the reactants C(OC([N:8]1[CH2:12][C@@H:11]([CH2:13][N:14]([CH:31]([CH3:33])[CH3:32])[C:15](=[O:30])[C:16]2[CH:21]=[CH:20][C:19]([O:22][CH3:23])=[C:18]([O:24][CH2:25][CH2:26][CH2:27][O:28][CH3:29])[CH:17]=2)[C@H:10]([OH:34])[CH2:9]1)=O)(C)(C)C.Cl[CH2:36][C:37]1[CH:42]=[CH:41][CH:40]=[C:39]([O:43][CH3:44])[C:38]=1[O:45][CH3:46].CC#N.O.CC#N, predict the reaction product. The product is: [CH3:46][O:45][C:38]1[C:39]([O:43][CH3:44])=[CH:40][CH:41]=[CH:42][C:37]=1[CH2:36][O:34][C@@H:10]1[CH2:9][NH:8][CH2:12][C@H:11]1[CH2:13][N:14]([CH:31]([CH3:33])[CH3:32])[C:15](=[O:30])[C:16]1[CH:21]=[CH:20][C:19]([O:22][CH3:23])=[C:18]([O:24][CH2:25][CH2:26][CH2:27][O:28][CH3:29])[CH:17]=1. (8) Given the reactants [CH3:1][NH:2][C:3]1[CH:8]=[CH:7][C:6]([Cl:9])=[CH:5][C:4]=1[Cl:10].C(N(CC)CC)C.O1CCCC1.[S:23]1[C:27]2[C:28]3[CH:36]=[CH:35][CH:34]=[CH:33][C:29]=3[O:30][CH2:31][CH2:32][C:26]=2[CH:25]=[C:24]1[C:37](Cl)=[O:38], predict the reaction product. The product is: [Cl:10][C:4]1[CH:5]=[C:6]([Cl:9])[CH:7]=[CH:8][C:3]=1[N:2]([CH3:1])[C:37]([C:24]1[S:23][C:27]2[C:28]3[CH:36]=[CH:35][CH:34]=[CH:33][C:29]=3[O:30][CH2:31][CH2:32][C:26]=2[CH:25]=1)=[O:38]. (9) Given the reactants [CH3:13][C:12]([O:11][C:9](O[C:9]([O:11][C:12]([CH3:15])([CH3:14])[CH3:13])=[O:10])=[O:10])([CH3:15])[CH3:14].CCN(CC)CC.Cl.[N:24]1([C:29](=[NH:31])[NH2:30])[CH:28]=[CH:27][CH:26]=[N:25]1, predict the reaction product. The product is: [N:24]1([C:29]([NH:31][C:9](=[O:10])[O:11][C:12]([CH3:13])([CH3:14])[CH3:15])=[NH:30])[CH:28]=[CH:27][CH:26]=[N:25]1.